Dataset: Catalyst prediction with 721,799 reactions and 888 catalyst types from USPTO. Task: Predict which catalyst facilitates the given reaction. (1) Reactant: [C:1]1(B(O)O)[CH:6]=[CH:5][CH:4]=[CH:3][CH:2]=1.[OH-].[Ba+2].[OH-].COCCOC.[Cl:19][C:20]1[CH:25]=[C:24](Cl)[N:23]=[CH:22][N:21]=1. Product: [Cl:19][C:20]1[CH:25]=[C:24]([C:1]2[CH:6]=[CH:5][CH:4]=[CH:3][CH:2]=2)[N:23]=[CH:22][N:21]=1. The catalyst class is: 6. (2) Reactant: C(OC([NH:8][CH2:9][C@H:10]1[CH2:15][CH2:14][C@H:13]([C:16]([NH:18][C@H:19]([C:50](=[O:63])[NH:51][C:52]2[CH:57]=[CH:56][C:55]([C:58]3[N:59]=[N:60][NH:61][N:62]=3)=[CH:54][CH:53]=2)[CH2:20][C:21]2[CH:26]=[CH:25][C:24]([C:27]3[CH:32]=[CH:31][C:30]([C:33]([NH:35][CH:36]4[CH2:41][CH2:40][N:39](C(OC(C)(C)C)=O)[CH2:38][CH2:37]4)=[O:34])=[CH:29][C:28]=3[CH3:49])=[CH:23][CH:22]=2)=[O:17])[CH2:12][CH2:11]1)=O)(C)(C)C.[ClH:64]. Product: [ClH:64].[NH2:8][CH2:9][C@H:10]1[CH2:11][CH2:12][C@H:13]([C:16]([NH:18][C@H:19]([C:50](=[O:63])[NH:51][C:52]2[CH:53]=[CH:54][C:55]([C:58]3[N:59]=[N:60][NH:61][N:62]=3)=[CH:56][CH:57]=2)[CH2:20][C:21]2[CH:22]=[CH:23][C:24]([C:27]3[CH:32]=[CH:31][C:30]([C:33]([NH:35][CH:36]4[CH2:37][CH2:38][NH:39][CH2:40][CH2:41]4)=[O:34])=[CH:29][C:28]=3[CH3:49])=[CH:25][CH:26]=2)=[O:17])[CH2:14][CH2:15]1. The catalyst class is: 12.